Task: Predict which catalyst facilitates the given reaction.. Dataset: Catalyst prediction with 721,799 reactions and 888 catalyst types from USPTO (1) Reactant: [NH2:1][C:2]1[C:7](Br)=[CH:6][N:5]=[C:4]([Cl:9])[CH:3]=1.[CH3:10][O:11][C:12]1[N:17]=[CH:16][C:15](B(O)O)=[CH:14][CH:13]=1.C(=O)([O-])[O-].[Na+].[Na+]. Product: [Cl:9][C:4]1[N:5]=[CH:6][C:7]([C:15]2[CH:16]=[N:17][C:12]([O:11][CH3:10])=[CH:13][CH:14]=2)=[C:2]([NH2:1])[CH:3]=1. The catalyst class is: 551. (2) Reactant: [O:1]1[CH2:6][CH2:5][CH:4]([OH:7])[CH2:3][CH2:2]1.[H-].[Na+].[Cl:10][C:11]1[S:15][C:14]([C:16]2[CH:17]=[C:18]([C:23](=[O:25])[CH3:24])[CH:19]=[CH:20][C:21]=2F)=[CH:13][CH:12]=1. Product: [Cl:10][C:11]1[S:15][C:14]([C:16]2[CH:17]=[C:18]([C:23](=[O:25])[CH3:24])[CH:19]=[CH:20][C:21]=2[O:7][CH:4]2[CH2:5][CH2:6][O:1][CH2:2][CH2:3]2)=[CH:13][CH:12]=1. The catalyst class is: 16. (3) Reactant: [NH2:1][C@:2]12[CH2:45][CH2:44][C@@H:43]([C:46]([CH3:48])=[CH2:47])[C@@H:3]1[C@@H:4]1[C@@:17]([CH3:20])([CH2:18][CH2:19]2)[C@@:16]2([CH3:21])[C@@H:7]([C@:8]3([CH3:42])[C@@H:13]([CH2:14][CH2:15]2)[C:12]([CH3:23])([CH3:22])[C:11]([C:24]2[CH2:29][CH2:28][C@@:27]([CH2:40][F:41])([C:30]([O:32]CC4C=CC=CC=4)=[O:31])[CH2:26][CH:25]=2)=[CH:10][CH2:9]3)[CH2:6][CH2:5]1.Cl[CH2:50][CH2:51][N:52]1[CH2:57][CH:56]([CH3:58])[S:55](=[O:60])(=[O:59])[CH:54]([CH3:61])[CH2:53]1.[I-].[K+].P([O-])([O-])([O-])=O.[K+].[K+].[K+].[OH-].[Na+]. Product: [CH3:58][CH:56]1[CH2:57][N:52]([CH2:51][CH2:50][NH:1][C@:2]23[CH2:45][CH2:44][C@@H:43]([C:46]([CH3:48])=[CH2:47])[C@@H:3]2[C@@H:4]2[C@@:17]([CH3:20])([CH2:18][CH2:19]3)[C@@:16]3([CH3:21])[C@@H:7]([C@:8]4([CH3:42])[C@@H:13]([CH2:14][CH2:15]3)[C:12]([CH3:22])([CH3:23])[C:11]([C:24]3[CH2:29][CH2:28][C@@:27]([CH2:40][F:41])([C:30]([OH:32])=[O:31])[CH2:26][CH:25]=3)=[CH:10][CH2:9]4)[CH2:6][CH2:5]2)[CH2:53][CH:54]([CH3:61])[S:55]1(=[O:60])=[O:59]. The catalyst class is: 10. (4) Reactant: [C:1]([NH2:5])([NH2:4])=[N:2][NH2:3].[CH3:6][O:7][C:8]1[CH:13]=[CH:12][C:11]([C:14](=O)[C:15]([C:17]2[CH:22]=[CH:21][C:20]([O:23][CH3:24])=[CH:19][CH:18]=2)=O)=[CH:10][CH:9]=1. Product: [NH2:4][C:1]1[N:2]=[N:3][C:15]([C:17]2[CH:22]=[CH:21][C:20]([O:23][CH3:24])=[CH:19][CH:18]=2)=[C:14]([C:11]2[CH:10]=[CH:9][C:8]([O:7][CH3:6])=[CH:13][CH:12]=2)[N:5]=1. The catalyst class is: 8. (5) Reactant: Cl[C:2]1[N:7]=[N:6][C:5]([C:8]([NH2:10])=[O:9])=[C:4]([NH:11][C:12]2[CH:17]=[CH:16][CH:15]=[C:14]([CH:18]3[CH2:21][CH2:20][CH2:19]3)[N:13]=2)[CH:3]=1.[NH2:22][C@@H:23]1[CH2:28][CH2:27][CH2:26][CH2:25][C@@H:24]1[NH:29][C:30](=[O:36])[O:31][C:32]([CH3:35])([CH3:34])[CH3:33]. Product: [C:8]([C:5]1[N:6]=[N:7][C:2]([NH:22][C@@H:23]2[CH2:28][CH2:27][CH2:26][CH2:25][C@@H:24]2[NH:29][C:30](=[O:36])[O:31][C:32]([CH3:34])([CH3:33])[CH3:35])=[CH:3][C:4]=1[NH:11][C:12]1[CH:17]=[CH:16][CH:15]=[C:14]([CH:18]2[CH2:21][CH2:20][CH2:19]2)[N:13]=1)(=[O:9])[NH2:10]. The catalyst class is: 60. (6) Reactant: [NH2:1][C:2]1[CH:23]=[CH:22][C:5]([O:6][C:7]2[CH:8]=[CH:9][C:10]3[N:11]([CH:13]=[C:14]([NH:16][C:17]([CH:19]4[CH2:21][CH2:20]4)=[O:18])[N:15]=3)[CH:12]=2)=[C:4]([F:24])[CH:3]=1.[CH3:25][C:26]1[N:31]([C:32]2[CH:37]=[CH:36][CH:35]=[CH:34][CH:33]=2)[C:30](=[O:38])[C:29]([C:39](O)=[O:40])=[CH:28][CH:27]=1.CN(C(ON1N=NC2C=CC=NC1=2)=[N+](C)C)C.F[P-](F)(F)(F)(F)F.C(N(CC)C(C)C)(C)C.C(=O)([O-])O.[Na+]. Product: [CH:19]1([C:17]([NH:16][C:14]2[N:15]=[C:10]3[CH:9]=[CH:8][C:7]([O:6][C:5]4[CH:22]=[CH:23][C:2]([NH:1][C:39]([C:29]5[C:30](=[O:38])[N:31]([C:32]6[CH:37]=[CH:36][CH:35]=[CH:34][CH:33]=6)[C:26]([CH3:25])=[CH:27][CH:28]=5)=[O:40])=[CH:3][C:4]=4[F:24])=[CH:12][N:11]3[CH:13]=2)=[O:18])[CH2:21][CH2:20]1. The catalyst class is: 42. (7) Reactant: [C:12](OC(OC(O[C:12]([CH3:15])([CH3:14])[CH3:13])=O)=O)([CH3:15])([CH3:14])[CH3:13].[CH3:16][NH:17][CH2:18][CH2:19][OH:20].C1C[O:24][CH2:23]C1. Product: [CH3:16][N:17]([CH2:18][CH2:19][OH:20])[C:23]([C:12]([CH3:13])([CH3:14])[CH3:15])=[O:24]. The catalyst class is: 6.